From a dataset of hERG potassium channel inhibition data for cardiac toxicity prediction from Karim et al.. Regression/Classification. Given a drug SMILES string, predict its toxicity properties. Task type varies by dataset: regression for continuous values (e.g., LD50, hERG inhibition percentage) or binary classification for toxic/non-toxic outcomes (e.g., AMES mutagenicity, cardiotoxicity, hepatotoxicity). Dataset: herg_karim. (1) The molecule is CC(CC(c1ccccc1)c1ccccc1)[N+]C(C)(C)C. The result is 1 (blocker). (2) The molecule is CCOC(=O)C1=C(CN2CC[S+]([O-])CC2)NC(c2nccs2)=NC1c1ccc(F)cc1Br. The result is 1 (blocker). (3) The drug is COc1ccc2ccc(=O)n(C[C@H](N)C3CCC(NCc4ncc5c(n4)NC(=O)CO5)CC3)c2c1. The result is 0 (non-blocker). (4) The drug is N#Cc1ccc(CCN2CCN(CCc3ccc4c(c3)COC4=O)CC2)cc1Cl. The result is 1 (blocker). (5) The result is 1 (blocker). The compound is COc1ccccc1N1CCN(CCN(C(=O)C2CCCCC2)c2ccccn2)CC1.